Dataset: Forward reaction prediction with 1.9M reactions from USPTO patents (1976-2016). Task: Predict the product of the given reaction. (1) Given the reactants C([Sn](CCCC)(CCCC)[C:6]1[N:7]=[CH:8][N:9]([C:11]2[CH:16]=[C:15]([C:17]3[CH:22]=[CH:21][C:20]([C:23]([F:26])([F:25])[F:24])=[CH:19][CH:18]=3)[CH:14]=[C:13]([C:27]([F:30])([F:29])[F:28])[N:12]=2)[CH:10]=1)CCC.[C:39]([NH:43][S:44]([C:47]1[S:51][C:50](Cl)=[N:49][C:48]=1[CH3:53])(=[O:46])=[O:45])([CH3:42])([CH3:41])[CH3:40].CCCCCCC, predict the reaction product. The product is: [C:39]([NH:43][S:44]([C:47]1[S:51][C:50]([C:6]2[N:7]=[CH:8][N:9]([C:11]3[CH:16]=[C:15]([C:17]4[CH:18]=[CH:19][C:20]([C:23]([F:25])([F:24])[F:26])=[CH:21][CH:22]=4)[CH:14]=[C:13]([C:27]([F:30])([F:29])[F:28])[N:12]=3)[CH:10]=2)=[N:49][C:48]=1[CH3:53])(=[O:45])=[O:46])([CH3:42])([CH3:41])[CH3:40]. (2) Given the reactants [C:1]([O:5][C:6](=[O:18])[NH:7][CH2:8][CH:9]([C:11]1[CH:16]=[CH:15][C:14](I)=[CH:13][CH:12]=1)[CH3:10])([CH3:4])([CH3:3])[CH3:2].[C:19]([C:21]1[CH:26]=[CH:25][C:24]([O:27][CH2:28][CH2:29][CH3:30])=[CH:23][CH:22]=1)#[CH:20].CCN(C(C)C)C(C)C.CCOC(C)=O, predict the reaction product. The product is: [C:1]([O:5][C:6](=[O:18])[NH:7][CH2:8][CH:9]([C:11]1[CH:16]=[CH:15][C:14]([C:20]#[C:19][C:21]2[CH:26]=[CH:25][C:24]([O:27][CH2:28][CH2:29][CH3:30])=[CH:23][CH:22]=2)=[CH:13][CH:12]=1)[CH3:10])([CH3:4])([CH3:3])[CH3:2]. (3) Given the reactants [Cl:1][C:2]1[CH:3]=[CH:4][C:5]([CH2:11][O:12][CH2:13][CH:14]([CH3:16])[CH3:15])=[C:6]([CH:10]=1)[C:7]([OH:9])=O.Cl.[NH2:18][C@H:19]([C:21]1[CH:30]=[CH:29][C:24]([C:25]([O:27][CH3:28])=[O:26])=[CH:23][CH:22]=1)[CH3:20], predict the reaction product. The product is: [Cl:1][C:2]1[CH:3]=[CH:4][C:5]([CH2:11][O:12][CH2:13][CH:14]([CH3:16])[CH3:15])=[C:6]([CH:10]=1)[C:7]([NH:18][C@H:19]([C:21]1[CH:30]=[CH:29][C:24]([C:25]([O:27][CH3:28])=[O:26])=[CH:23][CH:22]=1)[CH3:20])=[O:9]. (4) Given the reactants [Cl:1][C:2]1[C:3]2[CH:10]=[CH:9][NH:8][C:4]=2[N:5]=[CH:6][N:7]=1.O[C@H:12]1[CH2:17][CH2:16][CH2:15][N:14]([C:18]([O:20][C:21]([CH3:24])([CH3:23])[CH3:22])=[O:19])[CH2:13]1.C1C=CC(P(C2C=CC=CC=2)C2C=CC=CC=2)=CC=1.CCOC(/N=N/C(OCC)=O)=O, predict the reaction product. The product is: [Cl:1][C:2]1[C:3]2[CH:10]=[CH:9][N:8]([C@@H:16]3[CH2:17][CH2:12][CH2:13][N:14]([C:18]([O:20][C:21]([CH3:24])([CH3:23])[CH3:22])=[O:19])[CH2:15]3)[C:4]=2[N:5]=[CH:6][N:7]=1. (5) Given the reactants [Cl:1][C:2]1[CH:7]=[CH:6][C:5]([O:8][CH3:9])=[CH:4][C:3]=1[NH:10][C:11]1[C:12]([NH:21][S:22]([C:25]2[CH:30]=[CH:29][CH:28]=[C:27]([C:31]#N)[CH:26]=2)(=[O:24])=[O:23])=[N:13][C:14]2[C:19]([N:20]=1)=[CH:18][CH:17]=[CH:16][CH:15]=2.[OH-:33].[Na+].Cl.C[OH:37], predict the reaction product. The product is: [Cl:1][C:2]1[CH:7]=[CH:6][C:5]([O:8][CH3:9])=[CH:4][C:3]=1[NH:10][C:11]1[C:12]([NH:21][S:22]([C:25]2[CH:26]=[C:27]([CH:28]=[CH:29][CH:30]=2)[C:31]([OH:37])=[O:33])(=[O:24])=[O:23])=[N:13][C:14]2[C:19]([N:20]=1)=[CH:18][CH:17]=[CH:16][CH:15]=2. (6) Given the reactants [O:1]1[CH2:4][C:3](=[O:5])[CH2:2]1.C[Li].[CH3:8]COCC.Cl[C:14]([O:16][C:17]1[CH:22]=[CH:21][C:20]([N+:23]([O-:25])=[O:24])=[CH:19][CH:18]=1)=[O:15], predict the reaction product. The product is: [C:14](=[O:15])([O:16][C:17]1[CH:22]=[CH:21][C:20]([N+:23]([O-:25])=[O:24])=[CH:19][CH:18]=1)[O:5][C:3]1([CH3:8])[CH2:4][O:1][CH2:2]1. (7) Given the reactants [C:1]([O:5][C:6]([N:8]1[CH2:13][C@@H:12]([C:14](=[O:37])[NH:15][CH2:16][C:17]2([CH2:31][CH2:32][CH2:33][CH2:34][O:35][CH3:36])[C:30]3[CH:29]=[CH:28][CH:27]=[CH:26][C:25]=3[O:24][C:23]3[C:18]2=[CH:19][CH:20]=[CH:21][CH:22]=3)[CH2:11][C@@H:10]([C:38](O)=[O:39])[CH2:9]1)=[O:7])([CH3:4])([CH3:3])[CH3:2].C[O:42][CH2:43][C@H:44]1[CH2:48][CH2:47][CH2:46][NH:45]1, predict the reaction product. The product is: [C:1]([O:5][C:6]([N:8]1[CH2:13][C@@H:12]([C:14](=[O:37])[NH:15][CH2:16][C:17]2([CH2:31][CH2:32][CH2:33][CH2:34][O:35][CH3:36])[C:30]3[CH:29]=[CH:28][CH:27]=[CH:26][C:25]=3[O:24][C:23]3[C:18]2=[CH:19][CH:20]=[CH:21][CH:22]=3)[CH2:11][C@@H:10]([C:38]([N:45]2[CH2:46][CH2:47][CH2:48][C@@H:44]2[CH2:43][OH:42])=[O:39])[CH2:9]1)=[O:7])([CH3:4])([CH3:3])[CH3:2]. (8) Given the reactants C([Si](C)(C)[O:6][CH:7]([C:32]([CH3:35])([CH3:34])[CH3:33])[CH2:8][O:9][C:10]1[CH:15]=[CH:14][C:13]([C:16]([C:21]2[S:25][C:24]([S:26]([NH2:29])(=[O:28])=[O:27])=[C:23]([CH3:30])[CH:22]=2)([CH2:19][CH3:20])[CH2:17][CH3:18])=[CH:12][C:11]=1[CH3:31])(C)(C)C.[C:38](O)(=[O:41])[CH2:39][CH3:40], predict the reaction product. The product is: [C:38]([NH:29][S:26]([C:24]1[S:25][C:21]([C:16]([CH2:19][CH3:20])([C:13]2[CH:14]=[CH:15][C:10]([O:9][CH2:8][CH:7]([OH:6])[C:32]([CH3:35])([CH3:34])[CH3:33])=[C:11]([CH3:31])[CH:12]=2)[CH2:17][CH3:18])=[CH:22][C:23]=1[CH3:30])(=[O:28])=[O:27])(=[O:41])[CH2:39][CH3:40]. (9) The product is: [Si:13]([O:20][CH2:21][CH2:22][CH2:23][C:24]1([CH3:25])[CH2:11][C:10](=[O:12])[C:3]2[C:2](=[CH:7][CH:6]=[C:5]([O:8][CH3:9])[CH:4]=2)[O:1]1)([C:16]([CH3:17])([CH3:18])[CH3:19])([CH3:14])[CH3:15]. Given the reactants [OH:1][C:2]1[CH:7]=[CH:6][C:5]([O:8][CH3:9])=[CH:4][C:3]=1[C:10](=[O:12])[CH3:11].[Si:13]([O:20][CH2:21][CH2:22][CH2:23][C:24](=O)[CH3:25])([C:16]([CH3:19])([CH3:18])[CH3:17])([CH3:15])[CH3:14].CCO.N1CCCC1, predict the reaction product.